This data is from Catalyst prediction with 721,799 reactions and 888 catalyst types from USPTO. The task is: Predict which catalyst facilitates the given reaction. Reactant: [CH2:1](I)[CH:2]=[CH2:3].[H-].[Na+].[Cl:7][C:8]1[CH:9]=[C:10]2[N:28]([CH2:29][O:30][CH2:31][CH2:32][Si:33]([CH3:36])([CH3:35])[CH3:34])[C:27]([O:37][C@H:38]3[C@H:42]4[O:43][CH2:44][C@@H:45]([OH:46])[C@H:41]4[O:40][CH2:39]3)=[N:26][C:11]2=[N:12][C:13]=1[C:14]1[CH:19]=[CH:18][C:17]([C:20]2[CH:25]=[CH:24][CH:23]=[CH:22][CH:21]=2)=[CH:16][CH:15]=1.CCOC(C)=O.CCCCCC. Product: [CH2:1]([O:46][C@@H:45]1[CH2:44][O:43][C@@H:42]2[C@H:38]([O:37][C:27]3[N:28]([CH2:29][O:30][CH2:31][CH2:32][Si:33]([CH3:36])([CH3:35])[CH3:34])[C:10]4[C:11]([N:26]=3)=[N:12][C:13]([C:14]3[CH:15]=[CH:16][C:17]([C:20]5[CH:25]=[CH:24][CH:23]=[CH:22][CH:21]=5)=[CH:18][CH:19]=3)=[C:8]([Cl:7])[CH:9]=4)[CH2:39][O:40][C@H:41]12)[CH:2]=[CH2:3]. The catalyst class is: 3.